Dataset: Reaction yield outcomes from USPTO patents with 853,638 reactions. Task: Predict the reaction yield, written as a fraction of the theoretical maximum amount of product (1.0 means a 100% yield; for example, 0.34 means a 34% yield). (1) The reactants are [NH2:1][C:2]1[N:10]=[CH:9][N:8]=[C:7]2[C:3]=1[N:4]=[CH:5][N:6]2[C@H:11]1[C@@H:15]2[O:16]C(C)(C)[O:18][C@@H:14]2[C@@H:13]([CH2:21][N:22]([CH2:40][C:41]2[CH:46]=[CH:45][CH:44]=[CH:43][CH:42]=2)[CH2:23][CH2:24][CH2:25][NH:26][C:27]([NH:29][C:30]2[CH:35]=[CH:34][C:33]([C:36]([CH3:39])([CH3:38])[CH3:37])=[CH:32][CH:31]=2)=[O:28])[O:12]1. The catalyst is C(O)(C(F)(F)F)=O.O. The product is [NH2:1][C:2]1[N:10]=[CH:9][N:8]=[C:7]2[C:3]=1[N:4]=[CH:5][N:6]2[C@@H:11]1[O:12][C@H:13]([CH2:21][N:22]([CH2:40][C:41]2[CH:42]=[CH:43][CH:44]=[CH:45][CH:46]=2)[CH2:23][CH2:24][CH2:25][NH:26][C:27]([NH:29][C:30]2[CH:35]=[CH:34][C:33]([C:36]([CH3:39])([CH3:38])[CH3:37])=[CH:32][CH:31]=2)=[O:28])[C@@H:14]([OH:18])[C@H:15]1[OH:16]. The yield is 0.520. (2) The reactants are Cl.[NH2:2][CH:3]([C:6]1[CH:11]=[CH:10][CH:9]=[CH:8][CH:7]=1)[C:4]#[N:5].[C:12]([N:29]=[C:30]=[S:31])([O:14][CH2:15][CH:16]1[C:28]2[C:23](=[CH:24][CH:25]=[CH:26][CH:27]=2)[C:22]2[C:17]1=[CH:18][CH:19]=[CH:20][CH:21]=2)=[O:13].C(N(C(C)C)C(C)C)C.C(=O)(O)[O-].[Na+]. The catalyst is C(Cl)Cl. The product is [NH2:5][C:4]1[S:31][C:30]([NH:29][C:12]([O:14][CH2:15][CH:16]2[C:17]3[C:22](=[CH:21][CH:20]=[CH:19][CH:18]=3)[C:23]3[C:28]2=[CH:27][CH:26]=[CH:25][CH:24]=3)=[O:13])=[N:2][C:3]=1[C:6]1[CH:11]=[CH:10][CH:9]=[CH:8][CH:7]=1. The yield is 0.480. (3) The product is [OH:49][NH:50][C:21](=[O:22])/[CH:20]=[CH:19]/[C:16]1[CH:17]=[CH:18][C:13]([CH:12]=[N:11][O:10][CH2:9][C:8]2[CH:24]=[CH:25][C:5]([C:3]([O:2][CH3:1])=[O:4])=[CH:6][CH:7]=2)=[CH:14][CH:15]=1. The reactants are [CH3:1][O:2][C:3]([C:5]1[CH:25]=[CH:24][C:8]([CH2:9][O:10][N:11]=[CH:12][C:13]2[CH:18]=[CH:17][C:16](/[CH:19]=[CH:20]/[C:21](O)=[O:22])=[CH:15][CH:14]=2)=[CH:7][CH:6]=1)=[O:4].C(C1C=CC(/C=C/C(O)=O)=CC=1)=O.Cl.COC(C1C=CC(C[O:49][NH2:50])=CC=1)=O. No catalyst specified. The yield is 0.800.